This data is from Forward reaction prediction with 1.9M reactions from USPTO patents (1976-2016). The task is: Predict the product of the given reaction. Given the reactants [F:1][C:2]1[CH:11]=[CH:10][C:9]2[CH:8]=[N:7][CH:6]=[CH:5][C:4]=2[C:3]=1[NH2:12].[F:13][C:14]([F:27])([F:26])[O:15][C:16]1[CH:25]=[CH:24][C:19]([CH2:20][N:21]=[C:22]=[O:23])=[CH:18][CH:17]=1, predict the reaction product. The product is: [F:1][C:2]1[C:3]([NH:12][C:22]([NH:21][CH2:20][C:19]2[CH:18]=[CH:17][C:16]([O:15][C:14]([F:13])([F:27])[F:26])=[CH:25][CH:24]=2)=[O:23])=[C:4]2[C:9](=[CH:10][CH:11]=1)[CH:8]=[N:7][CH:6]=[CH:5]2.